Dataset: Full USPTO retrosynthesis dataset with 1.9M reactions from patents (1976-2016). Task: Predict the reactants needed to synthesize the given product. (1) Given the product [Cl:16][C:17]1[N:18]=[C:19]([CH:22]2[C:27]3[N:26]([C:34]([C:35]4[CH:36]=[C:37]([CH:40]=[CH:41][CH:42]=4)[C:38]#[N:39])=[C:33]4[C:32](=[O:43])[N:31]([CH3:44])[C:30](=[O:45])[N:29]([CH3:46])[C:28]4=3)[CH2:25][CH2:24][CH2:23]2)[S:20][CH:21]=1, predict the reactants needed to synthesize it. The reactants are: FC(F)(F)S(OS(C(F)(F)F)(=O)=O)(=O)=O.[Cl:16][C:17]1[N:18]=[C:19]([CH:22](O)[CH2:23][CH2:24][CH2:25][N:26]2[C:34]([C:35]3[CH:36]=[C:37]([CH:40]=[CH:41][CH:42]=3)[C:38]#[N:39])=[C:33]3[C:28]([N:29]([CH3:46])[C:30](=[O:45])[N:31]([CH3:44])[C:32]3=[O:43])=[CH:27]2)[S:20][CH:21]=1.C(N(CC)CC)C. (2) Given the product [CH3:24][CH:25]1[CH2:30][NH:29][CH:28]([CH3:31])[CH2:27][N:26]1[C:2]1[N:7]2[N:8]=[CH:9][CH:10]=[C:6]2[N:5]=[C:4]([NH:11][C:12](=[O:23])[C:13]2[CH:18]=[CH:17][C:16]([C:19]([OH:22])([CH3:21])[CH3:20])=[CH:15][CH:14]=2)[CH:3]=1, predict the reactants needed to synthesize it. The reactants are: Cl[C:2]1[N:7]2[N:8]=[CH:9][CH:10]=[C:6]2[N:5]=[C:4]([NH:11][C:12](=[O:23])[C:13]2[CH:18]=[CH:17][C:16]([C:19]([OH:22])([CH3:21])[CH3:20])=[CH:15][CH:14]=2)[CH:3]=1.[CH3:24][CH:25]1[CH2:30][NH:29][CH:28]([CH3:31])[CH2:27][NH:26]1. (3) The reactants are: [F:1][C:2]1[CH:3]=[C:4]2[C:8](=[CH:9][CH:10]=1)[NH:7][C:6](=[O:11])[C:5]2=[CH:12][C:13]1[NH:17][C:16]([CH3:18])=[C:15]([C:19]([OH:21])=O)[C:14]=1[CH3:22].[NH2:23][CH2:24][CH:25]([OH:32])[CH2:26][N:27]1[CH:31]=[CH:30][N:29]=[N:28]1. Given the product [OH:32][CH:25]([CH2:26][N:27]1[CH:31]=[CH:30][N:29]=[N:28]1)[CH2:24][NH:23][C:19]([C:15]1[C:14]([CH3:22])=[C:13](/[CH:12]=[C:5]2\[C:6](=[O:11])[NH:7][C:8]3[C:4]\2=[CH:3][C:2]([F:1])=[CH:10][CH:9]=3)[NH:17][C:16]=1[CH3:18])=[O:21], predict the reactants needed to synthesize it. (4) Given the product [CH2:1]([O:8][CH2:9][CH2:10][CH2:11][CH2:12][O:13][C:14]1[CH:15]=[C:16]([CH:17]([OH:18])[CH2:23][C:22]#[N:24])[CH:19]=[CH:20][CH:21]=1)[C:2]1[CH:3]=[CH:4][CH:5]=[CH:6][CH:7]=1, predict the reactants needed to synthesize it. The reactants are: [CH2:1]([O:8][CH2:9][CH2:10][CH2:11][CH2:12][O:13][C:14]1[CH:15]=[C:16]([CH:19]=[CH:20][CH:21]=1)[CH:17]=[O:18])[C:2]1[CH:7]=[CH:6][CH:5]=[CH:4][CH:3]=1.[C:22](#[N:24])[CH3:23]. (5) The reactants are: CO[CH:3](OC)[N:4]([CH3:6])[CH3:5].[C:9]([CH:12]1[C:17](=[O:18])[CH2:16][C:15]([CH3:20])([CH3:19])[CH2:14][C:13]1=[O:21])(=[O:11])[CH3:10]. Given the product [CH3:6][N:4]([CH3:5])[CH:3]=[CH:10][C:9](=[C:12]1[C:13](=[O:21])[CH2:14][C:15]([CH3:20])([CH3:19])[CH2:16][C:17]1=[O:18])[OH:11], predict the reactants needed to synthesize it. (6) Given the product [O:1]1[C:6]2[CH:7]=[CH:8][CH:9]=[CH:10][C:5]=2[N:4]([CH2:11][CH2:12][O:13][C:14]2[CH:15]=[CH:16][C:17]([CH2:20][CH:21]([O:26][CH2:27][CH3:28])[C:22]([OH:24])=[O:23])=[CH:18][CH:19]=2)[CH2:3][CH2:2]1, predict the reactants needed to synthesize it. The reactants are: [O:1]1[C:6]2[CH:7]=[CH:8][CH:9]=[CH:10][C:5]=2[N:4]([CH2:11][CH2:12][O:13][C:14]2[CH:19]=[CH:18][C:17]([CH2:20][CH:21]([O:26][CH2:27][CH3:28])[C:22]([O:24]C)=[O:23])=[CH:16][CH:15]=2)[CH2:3][CH2:2]1.[OH-].[Na+].